From a dataset of Forward reaction prediction with 1.9M reactions from USPTO patents (1976-2016). Predict the product of the given reaction. (1) Given the reactants [F:1][C:2]1[CH:7]=[CH:6][C:5]([C:8]2[O:12][N:11]=[C:10]([CH2:13][C:14]([O:16]C)=O)[N:9]=2)=[CH:4][CH:3]=1.[Cl:18][C:19]1[CH:20]=[C:21]([CH:31]=[CH:32][C:33]=1[Cl:34])[CH2:22][N:23]1[CH2:28][CH2:27][O:26][C@@H:25]([CH2:29][NH2:30])[CH2:24]1, predict the reaction product. The product is: [Cl:18][C:19]1[CH:20]=[C:21]([CH:31]=[CH:32][C:33]=1[Cl:34])[CH2:22][N:23]1[CH2:28][CH2:27][O:26][C@@H:25]([CH2:29][NH:30][C:14](=[O:16])[CH2:13][C:10]2[N:9]=[C:8]([C:5]3[CH:4]=[CH:3][C:2]([F:1])=[CH:7][CH:6]=3)[O:12][N:11]=2)[CH2:24]1. (2) Given the reactants Cl[C:2]1[C:7]([N+:8]([O-:10])=[O:9])=[CH:6][CH:5]=[CH:4][N:3]=1.[Br:11][C:12]1[CH:13]=[CH:14][CH:15]=[C:16]([CH:18]=1)[NH2:17], predict the reaction product. The product is: [Br:11][C:12]1[CH:18]=[C:16]([NH:17][C:2]2[C:7]([N+:8]([O-:10])=[O:9])=[CH:6][CH:5]=[CH:4][N:3]=2)[CH:15]=[CH:14][CH:13]=1. (3) Given the reactants C(N(CC)CC)C.[Br:8][C:9]1[N:10]=[C:11]([C:30]#[CH:31])[C:12]([N:15]([C:23]([O:25][C:26]([CH3:29])([CH3:28])[CH3:27])=[O:24])[C:16](=[O:22])[O:17][C:18]([CH3:21])([CH3:20])[CH3:19])=[N:13][CH:14]=1.[OH:32][N:33]=[C:34](Cl)[C:35]1[CH:40]=[CH:39][CH:38]=[CH:37][CH:36]=1, predict the reaction product. The product is: [Br:8][C:9]1[N:10]=[C:11]([C:30]2[O:32][N:33]=[C:34]([C:35]3[CH:40]=[CH:39][CH:38]=[CH:37][CH:36]=3)[CH:31]=2)[C:12]([N:15]([C:23]([O:25][C:26]([CH3:29])([CH3:28])[CH3:27])=[O:24])[C:16](=[O:22])[O:17][C:18]([CH3:20])([CH3:21])[CH3:19])=[N:13][CH:14]=1. (4) Given the reactants [CH2:1]([O:4][P:5]([O:11][CH2:12][C:13]1[C:30]([F:31])=[CH:29][CH:28]=[CH:27][C:14]=1[C:15]([O:17]CC1C=CC(OC)=CC=1)=[O:16])([O:7][CH2:8][CH:9]=[CH2:10])=[O:6])[CH:2]=[CH2:3].C1(OC)C=CC=CC=1.FC(F)(F)C(O)=O, predict the reaction product. The product is: [CH2:1]([O:4][P:5]([O:11][CH2:12][C:13]1[C:30]([F:31])=[CH:29][CH:28]=[CH:27][C:14]=1[C:15]([OH:17])=[O:16])([O:7][CH2:8][CH:9]=[CH2:10])=[O:6])[CH:2]=[CH2:3]. (5) The product is: [Br:6][C:7]1[CH:12]=[CH:11][C:10]([O:13][Si:18]([CH:22]([CH3:24])[CH3:23])([CH:19]([CH3:21])[CH3:20])[CH:15]([CH3:17])[CH3:16])=[C:9]([Cl:14])[CH:8]=1. Given the reactants N1C=CN=C1.[Br:6][C:7]1[CH:12]=[CH:11][C:10]([OH:13])=[C:9]([Cl:14])[CH:8]=1.[CH:15]([Si:18](Cl)([CH:22]([CH3:24])[CH3:23])[CH:19]([CH3:21])[CH3:20])([CH3:17])[CH3:16], predict the reaction product. (6) Given the reactants [Cl:1][C:2]1[CH:3]=[CH:4][C:5]([O:16][CH2:17][C:18]2[CH:23]=[CH:22][CH:21]=[CH:20][CH:19]=2)=[C:6]([CH2:8][C:9]2[S:10][CH:11]=[C:12]([C:14]#[N:15])[N:13]=2)[CH:7]=1.[N-:24]=[N+:25]=[N-:26].[Na+].[Cl-].[NH4+], predict the reaction product. The product is: [Cl:1][C:2]1[CH:3]=[CH:4][C:5]([O:16][CH2:17][C:18]2[CH:19]=[CH:20][CH:21]=[CH:22][CH:23]=2)=[C:6]([CH2:8][C:9]2[S:10][CH:11]=[C:12]([C:14]3[NH:26][N:25]=[N:24][N:15]=3)[N:13]=2)[CH:7]=1.